Dataset: Forward reaction prediction with 1.9M reactions from USPTO patents (1976-2016). Task: Predict the product of the given reaction. (1) Given the reactants [C:1]([O:5][C:6]([N:8]1[CH2:12][CH2:11][C@@H:10]([C:13]#[N:14])[CH2:9]1)=[O:7])([CH3:4])([CH3:3])[CH3:2].Cl.[NH2:16][OH:17].C([O-])(O)=O.[Na+], predict the reaction product. The product is: [C:1]([O:5][C:6]([N:8]1[CH2:12][CH2:11][C@@H:10]([C:13](=[NH:14])[NH:16][OH:17])[CH2:9]1)=[O:7])([CH3:4])([CH3:3])[CH3:2]. (2) Given the reactants [C:1]([C:3]1[CH:4]=[C:5]([CH:9]=[CH:10][C:11]([C:13]2[CH:18]=[CH:17][CH:16]=C(C#N)[CH:14]=2)=[O:12])[CH:6]=[CH:7][CH:8]=1)#N.[OH:21]S(O)(=O)=O.[OH2:26].[C:27]([OH:30])(=[O:29])[CH3:28], predict the reaction product. The product is: [C:1]([C:3]1[CH:4]=[C:5]([CH:9]=[CH:10][C:11]([C:13]2[CH:18]=[CH:17][CH:16]=[C:28]([C:27]([OH:30])=[O:29])[CH:14]=2)=[O:12])[CH:6]=[CH:7][CH:8]=1)([OH:21])=[O:26]. (3) Given the reactants [CH2:1]([O:8][C:9]1[C:10](=[O:18])[CH:11]=[C:12]([CH:15]([F:17])[F:16])O[CH:14]=1)[C:2]1[CH:7]=[CH:6][CH:5]=[CH:4][CH:3]=1.[CH2:19]([NH2:21])[CH3:20], predict the reaction product. The product is: [CH2:1]([O:8][C:9]1[C:10](=[O:18])[CH:11]=[C:12]([CH:15]([F:16])[F:17])[N:21]([CH2:19][CH3:20])[CH:14]=1)[C:2]1[CH:3]=[CH:4][CH:5]=[CH:6][CH:7]=1. (4) Given the reactants [Cl:1][C:2]1[N:7]=[CH:6][C:5]([O:8][CH2:9][CH:10]2[CH2:15][CH2:14][N:13]([CH2:16][C:17](O)([CH2:20][CH3:21])[CH2:18][CH3:19])[CH2:12][CH2:11]2)=[CH:4][CH:3]=1.CCN(S(F)(F)[F:29])CC.C([O-])(O)=O.[Na+], predict the reaction product. The product is: [Cl:1][C:2]1[CH:3]=[CH:4][C:5]([O:8][CH2:9][CH:10]2[CH2:15][CH2:14][N:13]([CH2:16][C:17]([CH2:20][CH3:21])([F:29])[CH2:18][CH3:19])[CH2:12][CH2:11]2)=[CH:6][N:7]=1. (5) Given the reactants Cl.Cl.[C:3](=[NH:13])(OCC)[C:4]1[CH:9]=[CH:8][N:7]=[CH:6][CH:5]=1.[C:14]([CH2:16][C:17]([NH:19][NH2:20])=O)#[N:15].CO.[OH-].[Na+], predict the reaction product. The product is: [N:7]1[CH:6]=[CH:5][C:4]([C:3]2[N:13]=[C:17]([CH2:16][C:14]#[N:15])[NH:19][N:20]=2)=[CH:9][CH:8]=1.